Dataset: Reaction yield outcomes from USPTO patents with 853,638 reactions. Task: Predict the reaction yield, written as a fraction of the theoretical maximum amount of product (1.0 means a 100% yield; for example, 0.34 means a 34% yield). The reactants are [OH:1][C:2]1[CH:3]=[N:4][CH:5]=[C:6]([CH:10]=1)[C:7]([OH:9])=[O:8].[C:11]([O-])([O-])=O.[K+].[K+].[CH2:17](Br)[C:18]1[CH:23]=[CH:22][CH:21]=[CH:20][CH:19]=1. The catalyst is CN(C=O)C. The product is [CH2:17]([O:1][C:2]1[CH:3]=[N:4][CH:5]=[C:6]([CH:10]=1)[C:7]([O:9][CH3:11])=[O:8])[C:18]1[CH:23]=[CH:22][CH:21]=[CH:20][CH:19]=1. The yield is 0.280.